From a dataset of Peptide-MHC class I binding affinity with 185,985 pairs from IEDB/IMGT. Regression. Given a peptide amino acid sequence and an MHC pseudo amino acid sequence, predict their binding affinity value. This is MHC class I binding data. The peptide sequence is EARGKEKLL. The MHC is HLA-B15:01 with pseudo-sequence HLA-B15:01. The binding affinity (normalized) is 0.0847.